Dataset: Full USPTO retrosynthesis dataset with 1.9M reactions from patents (1976-2016). Task: Predict the reactants needed to synthesize the given product. (1) Given the product [CH:2]([C:3]1([NH:9][C:10](=[O:20])[CH2:11][C:12]2[CH:13]=[CH:14][C:15]([O:18][CH3:19])=[CH:16][CH:17]=2)[CH2:8][CH2:7][CH2:6][CH2:5][CH2:4]1)=[O:1], predict the reactants needed to synthesize it. The reactants are: [OH:1][CH2:2][C:3]1([NH:9][C:10](=[O:20])[CH2:11][C:12]2[CH:17]=[CH:16][C:15]([O:18][CH3:19])=[CH:14][CH:13]=2)[CH2:8][CH2:7][CH2:6][CH2:5][CH2:4]1.O. (2) Given the product [CH3:16][O:15][C:12]1[CH:13]=[C:14]2[C:9](=[CH:10][CH:11]=1)[CH:8]1[CH2:7][CH:6]2[CH2:5][C:2](=[O:3])[NH:17]1, predict the reactants needed to synthesize it. The reactants are: [Cl-].[C:2]([CH2:5][CH:6]1[C:14]2[C:9](=[CH:10][CH:11]=[C:12]([O:15][CH3:16])[CH:13]=2)[CH:8]([NH3+:17])[CH2:7]1)(O)=[O:3].COS(C1C=CC(C)=CC=1)(=O)=O.C1(N=C=NCCN2CCOCC2)CCCCC1. (3) Given the product [CH:9]([C:2]1[N:3]=[CH:4][C:5]([NH2:8])=[N:6][CH:7]=1)=[CH2:10], predict the reactants needed to synthesize it. The reactants are: Br[C:2]1[N:3]=[CH:4][C:5]([NH2:8])=[N:6][CH:7]=1.[CH:9]([Sn](CCCC)(CCCC)CCCC)=[CH2:10].[Li+].[Cl-].CCN(C(C)C)C(C)C.[F-].[K+]. (4) The reactants are: [C:1]([C:3](=[C:9]1[CH2:14][CH2:13][N:12]([C:15]([O:17][C:18]([CH3:21])([CH3:20])[CH3:19])=[O:16])[CH2:11][CH2:10]1)[C:4]([O:6][CH2:7][CH3:8])=[O:5])#[N:2].[C:22]1([CH3:30])[CH:27]=[CH:26][CH:25]=[CH:24][C:23]=1[Mg]Br.N#N. Given the product [C:1]([CH:3]([C:9]1([C:23]2[CH:24]=[CH:25][CH:26]=[CH:27][C:22]=2[CH3:30])[CH2:10][CH2:11][N:12]([C:15]([O:17][C:18]([CH3:20])([CH3:19])[CH3:21])=[O:16])[CH2:13][CH2:14]1)[C:4]([O:6][CH2:7][CH3:8])=[O:5])#[N:2], predict the reactants needed to synthesize it. (5) Given the product [F:9][C:10]([F:24])([F:25])[C:11]1[CH:12]=[C:13]([C:6]2[CH:5]=[CH:4][N:3]=[C:2]([Cl:1])[N:7]=2)[CH:14]=[C:15]([C:17]([F:18])([F:19])[F:20])[CH:16]=1, predict the reactants needed to synthesize it. The reactants are: [Cl:1][C:2]1[N:7]=[C:6](Cl)[CH:5]=[CH:4][N:3]=1.[F:9][C:10]([F:25])([F:24])[C:11]1[CH:12]=[C:13](B(O)O)[CH:14]=[C:15]([C:17]([F:20])([F:19])[F:18])[CH:16]=1.C([O-])([O-])=O.[Na+].[Na+]. (6) Given the product [OH:26][CH:25]([C:24]1[CH:27]=[CH:28][CH:29]=[C:22]([NH:21][C:17]2[CH:16]=[C:15]([NH:14][C:11]3[CH:10]=[CH:9][C:8]([O:1][C:2]4[CH:3]=[CH:4][CH:5]=[CH:6][CH:7]=4)=[CH:13][CH:12]=3)[N:20]=[CH:19][N:18]=2)[CH:23]=1)[C:31](=[CH2:32])[C:30]([NH2:33])=[O:42], predict the reactants needed to synthesize it. The reactants are: [O:1]([C:8]1[CH:13]=[CH:12][C:11]([NH:14][C:15]2[N:20]=[CH:19][N:18]=[C:17]([NH:21][C:22]3[CH:23]=[C:24]([CH:27]=[CH:28][CH:29]=3)[CH:25]=[O:26])[CH:16]=2)=[CH:10][CH:9]=1)[C:2]1[CH:7]=[CH:6][CH:5]=[CH:4][CH:3]=1.[C:30](#[N:33])[CH:31]=[CH2:32].C1N2CCN(CC2)C1.[O:42]1CCOCC1.O.